Dataset: Reaction yield outcomes from USPTO patents with 853,638 reactions. Task: Predict the reaction yield, written as a fraction of the theoretical maximum amount of product (1.0 means a 100% yield; for example, 0.34 means a 34% yield). The reactants are C[Si]([CH:5]=[N+:6]=[N-:7])(C)C.[F:8][C:9]([F:18])([F:17])[C:10]#[C:11][C:12]([O:14][CH2:15][CH3:16])=[O:13]. The catalyst is C(OCC)C. The yield is 0.750. The product is [CH2:15]([O:14][C:12]([C:11]1[C:10]([C:9]([F:17])([F:18])[F:8])=[CH:5][NH:6][N:7]=1)=[O:13])[CH3:16].